This data is from Full USPTO retrosynthesis dataset with 1.9M reactions from patents (1976-2016). The task is: Predict the reactants needed to synthesize the given product. Given the product [Cl:18][C:19]1[CH:24]=[CH:23][C:22]([S:25]([NH:1][C:2]2[CH:7]=[C:6]([Cl:8])[CH:5]=[CH:4][C:3]=2[S:9][CH2:12][C:13]2[N:14]=[CH:15][NH:16][CH:17]=2)(=[O:26])=[O:27])=[CH:21][C:20]=1[C:29]([F:32])([F:30])[F:31], predict the reactants needed to synthesize it. The reactants are: [NH2:1][C:2]1[CH:7]=[C:6]([Cl:8])[CH:5]=[CH:4][C:3]=1[SH:9].Cl.Cl[CH2:12][C:13]1[N:14]=[CH:15][NH:16][CH:17]=1.[Cl:18][C:19]1[CH:24]=[CH:23][C:22]([S:25](Cl)(=[O:27])=[O:26])=[CH:21][C:20]=1[C:29]([F:32])([F:31])[F:30].